From a dataset of Forward reaction prediction with 1.9M reactions from USPTO patents (1976-2016). Predict the product of the given reaction. Given the reactants [C:1]([CH:3]1[CH2:8][CH2:7][N:6]([C:9]([N:11]2[CH2:16][CH:15]([C:17]3[CH:22]=[CH:21][C:20]([C:23]([F:26])([F:25])[F:24])=[CH:19][CH:18]=3)[CH2:14][CH:13]([C:27](O)=[O:28])[CH2:12]2)=[O:10])[CH2:5][CH2:4]1)#[N:2].O[NH:31][C:32](=[NH:38])[CH2:33][S:34]([CH3:37])(=[O:36])=[O:35], predict the reaction product. The product is: [CH3:37][S:34]([CH2:33][C:32]1[N:38]=[C:27]([CH:13]2[CH2:14][CH:15]([C:17]3[CH:18]=[CH:19][C:20]([C:23]([F:25])([F:24])[F:26])=[CH:21][CH:22]=3)[CH2:16][N:11]([C:9]([N:6]3[CH2:7][CH2:8][CH:3]([C:1]#[N:2])[CH2:4][CH2:5]3)=[O:10])[CH2:12]2)[O:28][N:31]=1)(=[O:36])=[O:35].